Dataset: Retrosynthesis with 50K atom-mapped reactions and 10 reaction types from USPTO. Task: Predict the reactants needed to synthesize the given product. (1) Given the product CCOP(=O)(CCCCn1cnc2c1c(=O)n(C)c(=O)n2C)OCC, predict the reactants needed to synthesize it. The reactants are: CCOP(=O)(CCCCCl)OCC.Cn1c(=O)c2[nH]cnc2n(C)c1=O. (2) Given the product COc1ccccc1-n1c(=O)c2cnc(S(C)=O)nc2n1C, predict the reactants needed to synthesize it. The reactants are: COc1ccccc1-n1c(=O)c2cnc(SC)nc2n1C.O=C([O-])O. (3) Given the product Cc1ccc(Oc2ccc(Nc3ncnc4cccc(OCC(=O)N(C)CCO)c34)cc2C)cn1, predict the reactants needed to synthesize it. The reactants are: CNCCO.Cc1ccc(Oc2ccc(Nc3ncnc4cccc(OCC(=O)O)c34)cc2C)cn1. (4) Given the product CCCN(CCC)Cc1ccc(C(=O)Nc2ccc(OC(=O)N(C)c3ccccc3)nc2)cc1, predict the reactants needed to synthesize it. The reactants are: CCCNCCC.CN(C(=O)Oc1ccc(NC(=O)c2ccc(CCl)cc2)cn1)c1ccccc1. (5) Given the product COc1cc2nccc(Sc3ccc4ccccc4n3)c2cc1OC, predict the reactants needed to synthesize it. The reactants are: COc1cc2nccc(Cl)c2cc1OC.Sc1ccc2ccccc2n1. (6) Given the product Cc1cc(-c2ccc(C(F)(F)F)cc2)cc(-c2ccnc(-c3ccc(N)nc3)c2)n1, predict the reactants needed to synthesize it. The reactants are: CC1(C)OB(c2ccc(N)nc2)OC1(C)C.Cc1cc(-c2ccc(C(F)(F)F)cc2)cc(-c2ccnc(Cl)c2)n1. (7) The reactants are: C#CCBr.COc1cc(C(=O)O)cc(Br)c1O. Given the product C#CCOC(=O)c1cc(Br)c(O)c(OC)c1, predict the reactants needed to synthesize it.